Dataset: Full USPTO retrosynthesis dataset with 1.9M reactions from patents (1976-2016). Task: Predict the reactants needed to synthesize the given product. (1) Given the product [F:1][C:2]1[CH:3]=[CH:4][C:5]([C:8]2[N:12]3[CH2:13][C@H:14]([CH3:18])[NH:15][C:16](=[S:28])[C:11]3=[N:10][N:9]=2)=[N:6][CH:7]=1, predict the reactants needed to synthesize it. The reactants are: [F:1][C:2]1[CH:3]=[CH:4][C:5]([C:8]2[N:12]3[CH2:13][C@H:14]([CH3:18])[NH:15][C:16](=O)[C:11]3=[N:10][N:9]=2)=[N:6][CH:7]=1.COC1C=CC(P2(SP(C3C=CC(OC)=CC=3)(=S)S2)=[S:28])=CC=1. (2) Given the product [CH2:21]([NH:28][CH:3]1[C@:2]([CH3:20])([OH:1])[C:7]2([CH2:9][CH2:8]2)[O:6][C@@H:5]([C:10]2[CH:15]=[CH:14][N:13]=[CH:12][C:11]=2[N+:16]([O-:18])=[O:17])[CH2:4]1)[C:22]1[CH:27]=[CH:26][CH:25]=[CH:24][CH:23]=1, predict the reactants needed to synthesize it. The reactants are: [OH:1][C@:2]1([CH3:20])[C:7]2([CH2:9][CH2:8]2)[O:6][C@@H:5]([C:10]2[CH:15]=[CH:14][N:13]=[CH:12][C:11]=2[N+:16]([O-:18])=[O:17])[CH2:4][C:3]1=O.[CH2:21]([NH2:28])[C:22]1[CH:27]=[CH:26][CH:25]=[CH:24][CH:23]=1.[Li+].[BH4-]. (3) Given the product [Br:3][C:4]1[CH:9]=[CH:8][C:7]([O:10][CH3:12])=[C:6]([F:11])[CH:5]=1, predict the reactants needed to synthesize it. The reactants are: CI.[Br:3][C:4]1[CH:9]=[CH:8][C:7]([OH:10])=[C:6]([F:11])[CH:5]=1.[C:12]([O-])([O-])=O.[K+].[K+]. (4) Given the product [CH2:5]([O:12][C:13]1[C:18]([CH2:19][Cl:3])=[C:17]([O:21][CH3:22])[CH:16]=[C:15]([CH3:23])[N:14]=1)[C:6]1[CH:11]=[CH:10][CH:9]=[CH:8][CH:7]=1, predict the reactants needed to synthesize it. The reactants are: S(Cl)([Cl:3])=O.[CH2:5]([O:12][C:13]1[C:18]([CH2:19]O)=[C:17]([O:21][CH3:22])[CH:16]=[C:15]([CH3:23])[N:14]=1)[C:6]1[CH:11]=[CH:10][CH:9]=[CH:8][CH:7]=1.O. (5) Given the product [C:18]([O:22][C:23]([N:25]1[CH2:30][CH2:29][N:28]([C:13]2[CH:12]=[C:10]([NH2:11])[C:9]([N+:15]([O-:17])=[O:16])=[CH:8][C:7]=2[F:6])[CH2:27][CH2:26]1)=[O:24])([CH3:21])([CH3:19])[CH3:20], predict the reactants needed to synthesize it. The reactants are: C(=O)(O)[O-].[K+].[F:6][C:7]1[C:13](F)=[CH:12][C:10]([NH2:11])=[C:9]([N+:15]([O-:17])=[O:16])[CH:8]=1.[C:18]([O:22][C:23]([N:25]1[CH2:30][CH2:29][NH:28][CH2:27][CH2:26]1)=[O:24])([CH3:21])([CH3:20])[CH3:19].O. (6) Given the product [C:1]1([S:7]([N:10]2[C:18]3[C:13](=[CH:14][C:15]([Cl:19])=[CH:16][CH:17]=3)[CH:12]=[C:11]2[S:20]([N:24]2[CH2:29][CH2:28][NH:27][CH2:26][CH2:25]2)(=[O:22])=[O:21])(=[O:9])=[O:8])[CH:6]=[CH:5][CH:4]=[CH:3][CH:2]=1, predict the reactants needed to synthesize it. The reactants are: [C:1]1([S:7]([N:10]2[C:18]3[C:13](=[CH:14][C:15]([Cl:19])=[CH:16][CH:17]=3)[CH:12]=[C:11]2[S:20](Cl)(=[O:22])=[O:21])(=[O:9])=[O:8])[CH:6]=[CH:5][CH:4]=[CH:3][CH:2]=1.[NH:24]1[CH2:29][CH2:28][NH:27][CH2:26][CH2:25]1. (7) Given the product [Br:20][CH2:21][C:22]([NH:9][C:8]1[CH:10]=[CH:11][C:5]([C:1]([CH3:4])([CH3:3])[CH3:2])=[CH:6][C:7]=1[CH3:12])=[O:23], predict the reactants needed to synthesize it. The reactants are: [C:1]([C:5]1[CH:11]=[CH:10][C:8]([NH2:9])=[C:7]([CH3:12])[CH:6]=1)([CH3:4])([CH3:3])[CH3:2].C(N(CC)CC)C.[Br:20][CH2:21][C:22](Br)=[O:23].C(OCC)(=O)C.